Dataset: Reaction yield outcomes from USPTO patents with 853,638 reactions. Task: Predict the reaction yield, written as a fraction of the theoretical maximum amount of product (1.0 means a 100% yield; for example, 0.34 means a 34% yield). (1) The reactants are C[O:2][CH2:3][C:4]1[NH:5][C:6]([C:10]2[C:11]([CH3:33])=[CH:12][C:13]([CH3:32])=[C:14]([CH:31]=2)[C:15]([N:17]2[CH2:22][CH2:21][CH:20]([C:23]3[CH:30]=[CH:29][C:26]([C:27]#[N:28])=[CH:25][CH:24]=3)[CH2:19][CH2:18]2)=[O:16])=[C:7]([CH3:9])[N:8]=1.[Na+].[I-].C1OCCOCCOCCOCCOC1.B(Br)(Br)Br. The catalyst is ClCCl. The product is [OH:2][CH2:3][C:4]1[NH:5][C:6]([C:10]2[C:11]([CH3:33])=[CH:12][C:13]([CH3:32])=[C:14]([CH:31]=2)[C:15]([N:17]2[CH2:18][CH2:19][CH:20]([C:23]3[CH:24]=[CH:25][C:26]([C:27]#[N:28])=[CH:29][CH:30]=3)[CH2:21][CH2:22]2)=[O:16])=[C:7]([CH3:9])[N:8]=1. The yield is 0.170. (2) The reactants are [Br:1][C:2]1[CH:3]=[C:4]([N+:15]([O-:17])=[O:16])[CH:5]=[C:6]2[C:11]=1[N:10]=[CH:9][C:8]([C:12]#[N:13])=[C:7]2Cl.[Cl:18][C:19]1[CH:20]=[C:21]([CH:23]=[CH:24][CH:25]=1)[NH2:22]. The catalyst is COCCOC. The product is [Br:1][C:2]1[CH:3]=[C:4]([N+:15]([O-:17])=[O:16])[CH:5]=[C:6]2[C:11]=1[N:10]=[CH:9][C:8]([C:12]#[N:13])=[C:7]2[NH:22][C:21]1[CH:23]=[CH:24][CH:25]=[C:19]([Cl:18])[CH:20]=1. The yield is 0.700. (3) The reactants are [Cl:1][C:2]1[CH:3]=[C:4]([C:8]2[CH:20]=[CH:19][C:11]3[NH:12][C:13](=O)[O:14][C:15]([CH3:17])([CH3:16])[C:10]=3[CH:9]=2)[CH:5]=[CH:6][CH:7]=1.COC1C=CC(P2(SP(C3C=CC(OC)=CC=3)(=S)S2)=[S:30])=CC=1. The catalyst is CC1C=CC=CC=1C. The product is [Cl:1][C:2]1[CH:3]=[C:4]([C:8]2[CH:20]=[CH:19][C:11]3[NH:12][C:13](=[S:30])[O:14][C:15]([CH3:17])([CH3:16])[C:10]=3[CH:9]=2)[CH:5]=[CH:6][CH:7]=1. The yield is 0.520. (4) The reactants are Cl[C:2]1[CH:9]=[CH:8][C:7]([N+:10]([O-:12])=[O:11])=[CH:6][C:3]=1[C:4]#[N:5].C([O-])([O-])=O.[K+].[K+].[C:19]1([CH2:25][SH:26])[CH:24]=[CH:23][CH:22]=[CH:21][CH:20]=1. The catalyst is CC#N. The product is [CH2:25]([S:26][C:2]1[CH:9]=[CH:8][C:7]([N+:10]([O-:12])=[O:11])=[CH:6][C:3]=1[C:4]#[N:5])[C:19]1[CH:24]=[CH:23][CH:22]=[CH:21][CH:20]=1. The yield is 0.730. (5) The reactants are [Br:1][C:2]1[CH:3]=[CH:4][C:5]([C:8]([OH:10])=O)=[N:6][CH:7]=1.[CH3:11][N:12](C(ON1N=NC2C=CC=NC1=2)=[N+](C)C)C.F[P-](F)(F)(F)(F)F.CCN(C(C)C)C(C)C.Cl.CN. The catalyst is CN(C=O)C.O. The product is [Br:1][C:2]1[CH:3]=[CH:4][C:5]([C:8]([NH:12][CH3:11])=[O:10])=[N:6][CH:7]=1. The yield is 0.561. (6) The reactants are C(OC([NH:8][C:9]1[O:17][C:16]2[C:11](=[N:12][CH:13]=[C:14]([CH2:18][N:19]3[CH2:22][CH:21]([F:23])[CH2:20]3)[CH:15]=2)[C:10]=1[C:24]([NH:26][C:27]1[CH:28]=[N:29][CH:30]=[CH:31][C:32]=1[N:33]1[CH2:38][C@H:37]([C:39]([F:42])([F:41])[F:40])[CH2:36][C@H:35]([NH:43]C(=O)OC(C)(C)C)[CH2:34]1)=[O:25])=O)(C)(C)C.Cl.O1CCOCC1. The catalyst is CO. The product is [NH2:8][C:9]1[O:17][C:16]2[C:11](=[N:12][CH:13]=[C:14]([CH2:18][N:19]3[CH2:22][CH:21]([F:23])[CH2:20]3)[CH:15]=2)[C:10]=1[C:24]([NH:26][C:27]1[CH:28]=[N:29][CH:30]=[CH:31][C:32]=1[N:33]1[CH2:38][C@H:37]([C:39]([F:41])([F:42])[F:40])[CH2:36][C@H:35]([NH2:43])[CH2:34]1)=[O:25]. The yield is 0.400. (7) The reactants are [C:1]([C:3]1([C:6]2[CH:7]=[C:8]([CH:12]=[CH:13][CH:14]=2)[C:9]([OH:11])=O)[CH2:5][CH2:4]1)#[N:2].C(Cl)(=O)C(Cl)=O.O1CCCC1.[NH2:26][C:27]1[CH:28]=[CH:29][C:30]([O:49][CH3:50])=[C:31]([CH:48]=1)[O:32][C:33]1[CH:34]=[CH:35][C:36]2[N:37]([CH:39]=[C:40]([NH:42][C:43]([CH:45]3[CH2:47][CH2:46]3)=[O:44])[N:41]=2)[N:38]=1. The catalyst is CN(C)C=O.CN1CCCC1=O. The product is [C:1]([C:3]1([C:6]2[CH:7]=[C:8]([CH:12]=[CH:13][CH:14]=2)[C:9]([NH:26][C:27]2[CH:28]=[CH:29][C:30]([O:49][CH3:50])=[C:31]([O:32][C:33]3[CH:34]=[CH:35][C:36]4[N:37]([CH:39]=[C:40]([NH:42][C:43]([CH:45]5[CH2:47][CH2:46]5)=[O:44])[N:41]=4)[N:38]=3)[CH:48]=2)=[O:11])[CH2:4][CH2:5]1)#[N:2]. The yield is 0.740. (8) The reactants are FC(F)(F)S(O[C:7]1[CH:16]=[C:15]2[C:10]([C@H:11]([C:18]3[CH:27]=[CH:26][C:25]4[C:20](=[CH:21][CH:22]=[CH:23][CH:24]=4)[CH:19]=3)[CH2:12][N:13]([CH3:17])[CH2:14]2)=[CH:9][CH:8]=1)(=O)=O.CN1C[C@@H](C2C=CC3C(=CC=CC=3)C=2)C2C(=CC(B3OC(C)(C)C(C)(C)O3)=CC=2)C1.[Cl:60][C:61]1[N:62]=[N:63][C:64](Cl)=[CH:65][CH:66]=1.C(=O)([O-])[O-].[Na+].[Na+]. The catalyst is CN(C=O)C.C1C=CC([PH+]([C]2[CH][CH][CH][CH]2)C2C=CC=CC=2)=CC=1.C1C=CC([PH+]([C]2[CH][CH][CH][CH]2)C2C=CC=CC=2)=CC=1.C(Cl)Cl.Cl[Pd]Cl.[Fe]. The product is [Cl:60][C:61]1[N:62]=[N:63][C:64]([C:7]2[CH:16]=[C:15]3[C:10]([C@H:11]([C:18]4[CH:27]=[CH:26][C:25]5[C:20](=[CH:21][CH:22]=[CH:23][CH:24]=5)[CH:19]=4)[CH2:12][N:13]([CH3:17])[CH2:14]3)=[CH:9][CH:8]=2)=[CH:65][CH:66]=1. The yield is 0.510. (9) The catalyst is CN(C=O)C.O. The product is [Cl:27][CH2:26][CH2:25][CH2:24][CH2:23][N:6]1[C:5](=[O:11])[N:4]([CH2:3][CH2:2][F:1])[C:9](=[O:10])[CH:8]=[N:7]1. The reactants are [F:1][CH2:2][CH2:3][N:4]1[C:9](=[O:10])[CH:8]=[N:7][NH:6][C:5]1=[O:11].C[Si](C)(C)[N-][Si](C)(C)C.[Li+].Br[CH2:23][CH2:24][CH2:25][CH2:26][Cl:27]. The yield is 0.720. (10) The reactants are [C:1]([N:4]1[C:13]2[C:8](=[CH:9][C:10]([C:14]3[CH:24]=[CH:23][C:17]([C:18]([O:20]CC)=[O:19])=[CH:16][CH:15]=3)=[CH:11][CH:12]=2)[C@H:7]([NH:25][C:26]2[CH:31]=[CH:30][C:29]([Cl:32])=[CH:28][CH:27]=2)[CH2:6][C@@H:5]1[CH3:33])(=[O:3])[CH3:2].[OH-].[Na+].Cl. The catalyst is C(O)C. The product is [C:1]([N:4]1[C:13]2[C:8](=[CH:9][C:10]([C:14]3[CH:24]=[CH:23][C:17]([C:18]([OH:20])=[O:19])=[CH:16][CH:15]=3)=[CH:11][CH:12]=2)[C@H:7]([NH:25][C:26]2[CH:27]=[CH:28][C:29]([Cl:32])=[CH:30][CH:31]=2)[CH2:6][C@@H:5]1[CH3:33])(=[O:3])[CH3:2]. The yield is 0.870.